Dataset: Catalyst prediction with 721,799 reactions and 888 catalyst types from USPTO. Task: Predict which catalyst facilitates the given reaction. (1) Reactant: [C:1]([C:3]1[CH:27]=[CH:26][C:6]([C:7]([NH:9][C:10]2[CH:11]=[CH:12][C:13]([O:16][C:17]3[CH:25]=[CH:24][C:20]([C:21](O)=[O:22])=[CH:19][CH:18]=3)=[N:14][CH:15]=2)=[O:8])=[CH:5][CH:4]=1)#[N:2].C(N(CC)CC)C.ClC(OCC)=O.[BH4-].[Na+]. Product: [C:1]([C:3]1[CH:27]=[CH:26][C:6]([C:7]([NH:9][C:10]2[CH:15]=[N:14][C:13]([O:16][C:17]3[CH:25]=[CH:24][C:20]([CH2:21][OH:22])=[CH:19][CH:18]=3)=[CH:12][CH:11]=2)=[O:8])=[CH:5][CH:4]=1)#[N:2]. The catalyst class is: 87. (2) Reactant: [Cl:1][C:2]1[CH:7]=[C:6](I)[CH:5]=[CH:4][N:3]=1.C1(P(C2C=CC=CC=2)C2C=CC=CC=2)C=CC=CC=1.[C:28]([C:30]1[N:31]=[C:32]([CH3:42])[N:33]([C:35]2[CH:40]=[CH:39][C:38]([F:41])=[CH:37][CH:36]=2)[CH:34]=1)#[CH:29]. Product: [Cl:1][C:2]1[CH:7]=[C:6]([C:29]#[C:28][C:30]2[N:31]=[C:32]([CH3:42])[N:33]([C:35]3[CH:40]=[CH:39][C:38]([F:41])=[CH:37][CH:36]=3)[CH:34]=2)[CH:5]=[CH:4][N:3]=1. The catalyst class is: 540. (3) Reactant: [C:1]([O:5][C:6]([N:8]1[CH2:13][CH2:12][CH:11](OS(C)(=O)=O)[CH2:10][CH2:9]1)=[O:7])([CH3:4])([CH3:3])[CH3:2].[H-].[Na+].[NH:21]1[CH:25]=[CH:24][N:23]=[CH:22]1. Product: [C:1]([O:5][C:6]([N:8]1[CH2:13][CH2:12][CH:11]([N:21]2[CH:25]=[CH:24][N:23]=[CH:22]2)[CH2:10][CH2:9]1)=[O:7])([CH3:4])([CH3:3])[CH3:2]. The catalyst class is: 3.